From a dataset of Reaction yield outcomes from USPTO patents with 853,638 reactions. Predict the reaction yield, written as a fraction of the theoretical maximum amount of product (1.0 means a 100% yield; for example, 0.34 means a 34% yield). (1) The reactants are [NH2:1][C:2]1[C:7]([S:8][C:9]2[CH:18]=[CH:17][C:12]([C:13]([O:15][CH3:16])=[O:14])=[CH:11][CH:10]=2)=[CH:6][CH:5]=[CH:4][N:3]=1.[Br:19]Br.S(=O)(O)[O-].[Na+].C(OCC)(=O)C. The catalyst is C(O)(=O)C. The product is [NH2:1][C:2]1[C:7]([S:8][C:9]2[CH:18]=[CH:17][C:12]([C:13]([O:15][CH3:16])=[O:14])=[CH:11][CH:10]=2)=[CH:6][C:5]([Br:19])=[CH:4][N:3]=1. The yield is 0.680. (2) The reactants are [Cl:1][C:2]1[CH:3]=[C:4]([C:14](=O)[CH3:15])[CH:5]=[CH:6][C:7]=1[O:8][CH2:9][C:10]([F:13])([F:12])[F:11].[CH3:17][C:18]([S@:21]([NH2:23])=[O:22])([CH3:20])[CH3:19]. No catalyst specified. The product is [Cl:1][C:2]1[CH:3]=[C:4]([CH:14]([NH:23][S@@:21]([C:18]([CH3:20])([CH3:19])[CH3:17])=[O:22])[CH3:15])[CH:5]=[CH:6][C:7]=1[O:8][CH2:9][C:10]([F:13])([F:12])[F:11]. The yield is 0.580. (3) The reactants are [F:1][C:2]1[CH:30]=[C:29]([N+:31]([O-])=O)[CH:28]=[CH:27][C:3]=1[O:4][C:5]1[CH:10]=[CH:9][N:8]=[C:7]2[CH:11]=[C:12]([C:14]3[N:15]=[CH:16][N:17]([CH2:19][O:20][CH2:21][CH2:22][Si:23]([CH3:26])([CH3:25])[CH3:24])[CH:18]=3)[S:13][C:6]=12.[BH4-].[Na+]. The catalyst is CO.Cl[Ni]Cl. The product is [F:1][C:2]1[CH:30]=[C:29]([NH2:31])[CH:28]=[CH:27][C:3]=1[O:4][C:5]1[CH:10]=[CH:9][N:8]=[C:7]2[CH:11]=[C:12]([C:14]3[N:15]=[CH:16][N:17]([CH2:19][O:20][CH2:21][CH2:22][Si:23]([CH3:25])([CH3:24])[CH3:26])[CH:18]=3)[S:13][C:6]=12. The yield is 1.00. (4) The reactants are [Cl:1][C:2]1[CH:7]=[C:6]([Cl:8])[CH:5]=[CH:4][C:3]=1[CH2:9][N:10]1[C:15](=[O:16])[C:14]([C:17]([NH:19][CH2:20][C:21]([O:23]CC)=[O:22])=[O:18])=[C:13]([OH:26])[C:12]([C:27](OC)=[O:28])=[C:11]1[OH:31].[CH2:32]([C:34]1[CH:40]=[CH:39][CH:38]=[CH:37][C:35]=1[NH2:36])[CH3:33]. The catalyst is C(Cl)(Cl)Cl. The product is [Cl:1][C:2]1[CH:7]=[C:6]([Cl:8])[CH:5]=[CH:4][C:3]=1[CH2:9][N:10]1[C:11]([OH:31])=[C:12]([C:27]([NH:36][C:35]2[CH:37]=[CH:38][CH:39]=[CH:40][C:34]=2[CH2:32][CH3:33])=[O:28])[C:13]([OH:26])=[C:14]([C:17]([NH:19][CH2:20][C:21]([OH:23])=[O:22])=[O:18])[C:15]1=[O:16]. The yield is 0.620. (5) The yield is 0.410. The product is [OH:33][C:31]([CH3:34])([CH3:32])[CH2:30][O:29][C:28]1[CH:35]=[CH:36][C:25]([N:18]2[C:17](=[O:21])[CH:16]=[C:15]([C:12]3[CH:13]=[CH:14][C:9]([C:8]([F:7])([F:22])[F:23])=[CH:10][CH:11]=3)[CH:20]=[N:19]2)=[CH:26][C:27]=1[O:37][CH3:38]. The reactants are CNCCNC.[F:7][C:8]([F:23])([F:22])[C:9]1[CH:14]=[CH:13][C:12]([C:15]2[CH:20]=[N:19][NH:18][C:17](=[O:21])[CH:16]=2)=[CH:11][CH:10]=1.Br[C:25]1[CH:36]=[CH:35][C:28]([O:29][CH2:30][C:31]([CH3:34])([OH:33])[CH3:32])=[C:27]([O:37][CH3:38])[CH:26]=1.[O-]P([O-])([O-])=O.[K+].[K+].[K+]. The catalyst is CN(C=O)C.C(Cl)Cl.[Cu]I. (6) The reactants are C(OC([NH:8][CH2:9][CH2:10][CH2:11][C:12]([O:14][C:15]1[C:20]([CH3:21])=[CH:19][CH:18]=[CH:17][C:16]=1[CH3:22])=[O:13])=O)(C)(C)C.[ClH:23]. The catalyst is C(Cl)Cl. The product is [ClH:23].[NH2:8][CH2:9][CH2:10][CH2:11][C:12]([O:14][C:15]1[C:20]([CH3:21])=[CH:19][CH:18]=[CH:17][C:16]=1[CH3:22])=[O:13]. The yield is 0.860. (7) The reactants are [CH3:1][C:2]1[C:12](=[O:13])[C:11]2[CH:10]=[CH:9][CH:8]=[CH:7][C:6]=2[C:4](=[O:5])[CH:3]=1.[C:14]([O:18][C:19]([NH:21][C:22]1[CH:27]=[CH:26][C:25]([CH2:28]C(O)=O)=[CH:24][CH:23]=1)=[O:20])([CH3:17])([CH3:16])[CH3:15]. No catalyst specified. The product is [C:14]([O:18][C:19](=[O:20])[NH:21][C:22]1[CH:23]=[CH:24][C:25]([CH2:28][C:3]2[C:4](=[O:5])[CH:6]3[CH:11]([C:12](=[O:13])[C:2]=2[CH3:1])[CH:10]=[CH:9][CH:8]=[CH:7]3)=[CH:26][CH:27]=1)([CH3:17])([CH3:16])[CH3:15]. The yield is 0.120.